Dataset: Reaction yield outcomes from USPTO patents with 853,638 reactions. Task: Predict the reaction yield, written as a fraction of the theoretical maximum amount of product (1.0 means a 100% yield; for example, 0.34 means a 34% yield). (1) The reactants are [CH2:1]([C:8]1[N:13]=[CH:12][N:11]([C:14]2[CH:19]=[CH:18][C:17]([O:20][C:21]3[C:30]4[C:25](=[CH:26][C:27]([O:33][CH2:34][CH2:35][CH2:36][N:37]5[CH2:42][CH2:41][O:40][CH2:39][CH2:38]5)=[C:28]([O:31][CH3:32])[CH:29]=4)[N:24]=[CH:23][CH:22]=3)=[C:16]([F:43])[CH:15]=2)C(=O)C=1)[C:2]1[CH:7]=CC=CC=1.FC1C=C(NC2C=CC=CN=2)C=CC=1O.O. The catalyst is CN(C)C1C=CN=CC=1.BrC1C=CC=CC=1. The product is [F:43][C:16]1[CH:15]=[C:14]([NH:11][C:12]2[CH:7]=[CH:2][CH:1]=[CH:8][N:13]=2)[CH:19]=[CH:18][C:17]=1[O:20][C:21]1[C:30]2[C:25](=[CH:26][C:27]([O:33][CH2:34][CH2:35][CH2:36][N:37]3[CH2:38][CH2:39][O:40][CH2:41][CH2:42]3)=[C:28]([O:31][CH3:32])[CH:29]=2)[N:24]=[CH:23][CH:22]=1. The yield is 0.530. (2) The reactants are [CH2:1]([O:8][C:9]1[C:23](Br)=[CH:22][C:21]([O:25][CH3:26])=[C:20]([CH3:27])[C:10]=1[C:11]([O:13][C:14]1[CH:19]=[CH:18][CH:17]=[CH:16][CH:15]=1)=[O:12])[C:2]1[CH:7]=[CH:6][CH:5]=[CH:4][CH:3]=1.C([Mg]Cl)(C)C.[Li+].[Cl-].CN([CH:38]=[O:39])C. The catalyst is C1COCC1. The product is [CH2:1]([O:8][C:9]1[C:23]([CH:38]=[O:39])=[CH:22][C:21]([O:25][CH3:26])=[C:20]([CH3:27])[C:10]=1[C:11]([O:13][C:14]1[CH:19]=[CH:18][CH:17]=[CH:16][CH:15]=1)=[O:12])[C:2]1[CH:7]=[CH:6][CH:5]=[CH:4][CH:3]=1. The yield is 0.830. (3) The reactants are [NH2:1][CH:2]1[CH2:11][CH2:10][C:9]2[CH:8]=[C:7]([C:12]([O:14][CH3:15])=[O:13])[CH:6]=[CH:5][C:4]=2[CH2:3]1.[Cl:16][C:17]1[CH:24]=[CH:23][C:20]([CH:21]=O)=[CH:19][CH:18]=1.C(O)(=O)C.C([BH3-])#N.[Na+].C(=O)(O)[O-].[Na+]. The catalyst is CO. The product is [Cl:16][C:17]1[CH:24]=[CH:23][C:20]([CH2:21][NH:1][CH:2]2[CH2:11][CH2:10][C:9]3[CH:8]=[C:7]([C:12]([O:14][CH3:15])=[O:13])[CH:6]=[CH:5][C:4]=3[CH2:3]2)=[CH:19][CH:18]=1. The yield is 0.890.